Dataset: Forward reaction prediction with 1.9M reactions from USPTO patents (1976-2016). Task: Predict the product of the given reaction. (1) Given the reactants [NH:1]1[C:5]2=[N:6][CH:7]=[CH:8][CH:9]=[C:4]2[CH:3]=[N:2]1.[OH-].[K+].[I:12]I, predict the reaction product. The product is: [I:12][C:3]1[C:4]2[C:5](=[N:6][CH:7]=[CH:8][CH:9]=2)[NH:1][N:2]=1. (2) Given the reactants [CH3:1][C:2]1([CH3:10])[C:5](=[O:6])[CH2:4][CH:3]1C(O)=O.C1(P([N:25]=[N+]=[N-])(C2C=CC=CC=2)=O)C=CC=CC=1.[C:28]([OH:32])([CH3:31])([CH3:30])[CH3:29].[C:33](=[O:36])(O)[O-].[Na+], predict the reaction product. The product is: [CH3:10][C:2]1([CH3:1])[C:5](=[O:6])[CH2:4][CH:3]1[NH:25][C:33](=[O:36])[O:32][C:28]([CH3:31])([CH3:30])[CH3:29].